Predict the product of the given reaction. From a dataset of Forward reaction prediction with 1.9M reactions from USPTO patents (1976-2016). (1) Given the reactants [F:1][C:2]1[CH:3]=[CH:4][C:5]2[N:6]([C:8]([C:11]3[N:16]=[C:15]([NH:17][C@@H:18]4[CH2:23][CH2:22][CH2:21][NH:20][CH2:19]4)[CH:14]=[CH:13][N:12]=3)=[CH:9][N:10]=2)[CH:7]=1.[C:24]([CH2:26][S:27](Cl)(=[O:29])=[O:28])#[N:25].C(N(CC)CC)C, predict the reaction product. The product is: [F:1][C:2]1[CH:3]=[CH:4][C:5]2[N:6]([C:8]([C:11]3[N:16]=[C:15]([NH:17][C@@H:18]4[CH2:23][CH2:22][CH2:21][N:20]([S:27]([CH2:26][C:24]#[N:25])(=[O:29])=[O:28])[CH2:19]4)[CH:14]=[CH:13][N:12]=3)=[CH:9][N:10]=2)[CH:7]=1. (2) Given the reactants [I-].C[S+](C)(C)=O.[CH3:7]C(C)([O-])C.[K+].[C:13]([C:16]1[CH:25]=[CH:24][C:23]2[C:18](=[CH:19][CH:20]=[C:21]([C:26]([O:28][CH3:29])=[O:27])[CH:22]=2)[N:17]=1)([CH3:15])=[CH2:14], predict the reaction product. The product is: [CH3:14][C:13]1([C:16]2[CH:25]=[CH:24][C:23]3[C:18](=[CH:19][CH:20]=[C:21]([C:26]([O:28][CH3:29])=[O:27])[CH:22]=3)[N:17]=2)[CH2:7][CH2:15]1. (3) Given the reactants [CH2:1]([O:3][C:4]([C:6]1[CH:10]=[C:9]([CH3:11])[N:8]([CH2:12][C:13]2[CH:18]=[C:17]([Br:19])[CH:16]=[CH:15][C:14]=2[OH:20])[N:7]=1)=[O:5])[CH3:2].[C:21]1(P(C2C=CC=CC=2)C2C=CC=CC=2)C=CC=C[CH:22]=1.[CH:40]1(CO)CCC1.[CH2:46]1[CH2:50]O[CH2:48][CH2:47]1, predict the reaction product. The product is: [CH2:1]([O:3][C:4]([C:6]1[CH:10]=[C:9]([CH3:11])[N:8]([CH2:12][C:13]2[CH:18]=[C:17]([Br:19])[CH:16]=[CH:15][C:14]=2[O:20][CH2:48][C:47]([CH2:21][CH3:22])([CH3:40])[CH2:46][CH3:50])[N:7]=1)=[O:5])[CH3:2].